The task is: Predict the reaction yield, written as a fraction of the theoretical maximum amount of product (1.0 means a 100% yield; for example, 0.34 means a 34% yield).. This data is from Reaction yield outcomes from USPTO patents with 853,638 reactions. (1) The reactants are [Br:1][C:2]1[CH:18]=[CH:17][C:5]([C:6]([C:8]2[CH:16]=[CH:15][C:11]([C:12]([OH:14])=O)=[CH:10][CH:9]=2)=[O:7])=[CH:4][CH:3]=1.[CH2:19]([NH:21][CH2:22][CH3:23])[CH3:20]. The yield is 0.680. The catalyst is S(Cl)(Cl)=O.CN(C)C=O.ClCCl. The product is [Br:1][C:2]1[CH:3]=[CH:4][C:5]([C:6]([C:8]2[CH:9]=[CH:10][C:11]([C:12]([N:21]([CH2:22][CH3:23])[CH2:19][CH3:20])=[O:14])=[CH:15][CH:16]=2)=[O:7])=[CH:17][CH:18]=1. (2) The reactants are [CH:1]1([C:4]([N:6]2[CH2:10][CH2:9][C@@H:8]([CH2:11][NH:12][C:13]3[CH:18]=[CH:17][N:16]=[CH:15][C:14]=3[NH2:19])[CH2:7]2)=[O:5])[CH2:3][CH2:2]1.[Br:20][C:21]1[CH:28]=[CH:27][C:24]([CH:25]=O)=[CH:23][CH:22]=1.C(O)(=O)C. The catalyst is C(O)CCC. The product is [Br:20][C:21]1[CH:28]=[CH:27][C:24]([C:25]2[N:12]([CH2:11][C@@H:8]3[CH2:9][CH2:10][N:6]([C:4]([CH:1]4[CH2:3][CH2:2]4)=[O:5])[CH2:7]3)[C:13]3[CH:18]=[CH:17][N:16]=[CH:15][C:14]=3[N:19]=2)=[CH:23][CH:22]=1. The yield is 0.470. (3) The yield is 0.850. The product is [CH3:5][C:3](=[CH2:4])[CH2:2][O:16][C:11]1[CH:12]=[CH:13][CH:14]=[CH:15][C:10]=1[NH:9][C:6](=[O:8])[CH3:7]. No catalyst specified. The reactants are Cl[CH2:2][C:3]([CH3:5])=[CH2:4].[C:6]([NH:9][C:10]1[CH:15]=[CH:14][CH:13]=[CH:12][C:11]=1[OH:16])(=[O:8])[CH3:7]. (4) The reactants are C([O-])(=O)C.[NH4+:5].[C-:6]#[N:7].[K+].[CH:9](=O)[C:10]1[O:14][CH:13]=[CH:12][CH:11]=1.Br.BrBr.S(=O)(O)[O-].[Na+]. The catalyst is O.C(OCC)(=O)C. The product is [OH:14][C:10]1[C:9]([C:6]#[N:7])=[N:5][CH:13]=[CH:12][CH:11]=1. The yield is 0.470. (5) The reactants are [Cl:1][C:2]1[C:7]([C:8]2[CH:16]=C[C:11]3[N:12]=[CH:13]S[C:10]=3[CH:9]=2)=[CH:6][CH:5]=[CH:4][N:3]=1.BrC1C=CC2[N:22]([N:24]=CN=2)C=1.ClC1C(B2OC(C)(C)C(C)(C)O2)=CC=CN=1.C([O-])([O-])=O.[Na+].[Na+]. The catalyst is O1CCOCC1.C(Cl)Cl.C1C=CC([P]([Pd]([P](C2C=CC=CC=2)(C2C=CC=CC=2)C2C=CC=CC=2)([P](C2C=CC=CC=2)(C2C=CC=CC=2)C2C=CC=CC=2)[P](C2C=CC=CC=2)(C2C=CC=CC=2)C2C=CC=CC=2)(C2C=CC=CC=2)C2C=CC=CC=2)=CC=1. The product is [Cl:1][C:2]1[C:7]([C:8]2[CH:9]=[CH:10][C:11]3[N:22]([N:24]=[CH:13][N:12]=3)[CH:16]=2)=[CH:6][CH:5]=[CH:4][N:3]=1. The yield is 0.580. (6) The reactants are [F:1][C:2]1[CH:7]=[CH:6][C:5]([N:8]2[C:16]3[C:11](=[CH:12][C:13]([CH:17]([C:24]4[CH:29]=[CH:28][CH:27]=[CH:26][CH:25]=4)[CH:18]([CH3:23])[C:19]([O:21]C)=[O:20])=[CH:14][CH:15]=3)[CH:10]=[N:9]2)=[CH:4][CH:3]=1.Cl. The catalyst is [OH-].[Na+].CO.CS(C)=O. The product is [F:1][C:2]1[CH:3]=[CH:4][C:5]([N:8]2[C:16]3[C:11](=[CH:12][C:13]([CH:17]([C:24]4[CH:25]=[CH:26][CH:27]=[CH:28][CH:29]=4)[CH:18]([CH3:23])[C:19]([OH:21])=[O:20])=[CH:14][CH:15]=3)[CH:10]=[N:9]2)=[CH:6][CH:7]=1. The yield is 0.820.